From a dataset of Forward reaction prediction with 1.9M reactions from USPTO patents (1976-2016). Predict the product of the given reaction. (1) Given the reactants [Br:1][C:2]1[CH:3]=[C:4]2[C:9](=[CH:10][CH:11]=1)[N:8]1[CH:12]=[CH:13][CH:14]=[C:7]1[CH:6]([C:15]([CH3:18])([CH3:17])[CH3:16])[NH:5]2.[CH3:19][O:20][C:21]1[CH:29]=[C:28]([O:30][CH3:31])[CH:27]=[CH:26][C:22]=1[C:23](Cl)=[O:24], predict the reaction product. The product is: [Br:1][C:2]1[CH:3]=[C:4]2[C:9](=[CH:10][CH:11]=1)[N:8]1[CH:12]=[CH:13][CH:14]=[C:7]1[CH:6]([C:15]([CH3:18])([CH3:17])[CH3:16])[N:5]2[C:23](=[O:24])[C:22]1[CH:26]=[CH:27][C:28]([O:30][CH3:31])=[CH:29][C:21]=1[O:20][CH3:19]. (2) Given the reactants [CH3:1][C:2]1([CH3:10])[CH2:7][CH:6]([CH:8]=[O:9])[CH2:5][CH2:4][O:3]1.[BH4-].[Na+], predict the reaction product. The product is: [CH3:1][C:2]1([CH3:10])[CH2:7][CH:6]([CH2:8][OH:9])[CH2:5][CH2:4][O:3]1.